Regression/Classification. Given a drug SMILES string, predict its toxicity properties. Task type varies by dataset: regression for continuous values (e.g., LD50, hERG inhibition percentage) or binary classification for toxic/non-toxic outcomes (e.g., AMES mutagenicity, cardiotoxicity, hepatotoxicity). Dataset: skin_reaction. From a dataset of Skin sensitization/reaction prediction data. The drug is O=Cc1ccccc1. The result is 0 (no skin reaction).